Dataset: Full USPTO retrosynthesis dataset with 1.9M reactions from patents (1976-2016). Task: Predict the reactants needed to synthesize the given product. (1) Given the product [CH3:1][O:2][C:3]1[CH:4]=[CH:5][C:6]([CH2:7][N:8]2[CH:12]=[C:11]([C:13]3[N:14]=[C:15]([NH:18][C:19]4[CH:24]=[CH:23][CH:22]=[CH:21][N:20]=4)[S:16][C:17]=3[Br:27])[CH:10]=[N:9]2)=[CH:25][CH:26]=1, predict the reactants needed to synthesize it. The reactants are: [CH3:1][O:2][C:3]1[CH:26]=[CH:25][C:6]([CH2:7][N:8]2[CH:12]=[C:11]([C:13]3[N:14]=[C:15]([NH:18][C:19]4[CH:24]=[CH:23][CH:22]=[CH:21][N:20]=4)[S:16][CH:17]=3)[CH:10]=[N:9]2)=[CH:5][CH:4]=1.[Br:27]N1C(=O)CCC1=O. (2) Given the product [ClH:1].[Cl:1][C:2]1[CH:7]=[CH:6][C:5]([NH:8][OH:9])=[CH:4][C:3]=1[C:11]([F:12])([F:13])[F:14], predict the reactants needed to synthesize it. The reactants are: [Cl:1][C:2]1[CH:7]=[CH:6][C:5]([N+:8]([O-])=[O:9])=[CH:4][C:3]=1[C:11]([F:14])([F:13])[F:12].[Cl-].[NH4+]. (3) Given the product [C:21]([C:25]1[CH:30]=[CH:29][C:28]2[NH:31][C:16]([C:15]3[CH:18]=[CH:19][CH:20]=[C:13]([O:12][CH2:11][CH2:10][CH2:9][CH2:8][N:5]4[CH2:6][CH2:7][N:2]([CH3:1])[CH2:3][CH2:4]4)[CH:14]=3)=[N:32][C:27]=2[CH:26]=1)([CH3:24])([CH3:22])[CH3:23], predict the reactants needed to synthesize it. The reactants are: [CH3:1][N:2]1[CH2:7][CH2:6][N:5]([CH2:8][CH2:9][CH2:10][CH2:11][O:12][C:13]2[CH:14]=[C:15]([CH:18]=[CH:19][CH:20]=2)[CH:16]=O)[CH2:4][CH2:3]1.[C:21]([C:25]1[CH:26]=[C:27]([NH2:32])[C:28]([NH2:31])=[CH:29][CH:30]=1)([CH3:24])([CH3:23])[CH3:22].